From a dataset of Reaction yield outcomes from USPTO patents with 853,638 reactions. Predict the reaction yield, written as a fraction of the theoretical maximum amount of product (1.0 means a 100% yield; for example, 0.34 means a 34% yield). (1) The reactants are [Cl:1][C:2]1[CH:7]=[CH:6][C:5]([CH:8]([CH2:13]O)[C:9]([O:11][CH3:12])=[O:10])=[CH:4][CH:3]=1.CS(Cl)(=O)=O. The catalyst is C(Cl)Cl. The product is [Cl:1][C:2]1[CH:3]=[CH:4][C:5]([C:8](=[CH2:13])[C:9]([O:11][CH3:12])=[O:10])=[CH:6][CH:7]=1. The yield is 0.850. (2) The reactants are [C:1]([NH:4][C:5]1[C:10]2[O:11][CH2:12][O:13][C:9]=2[C:8]([C:14]([O:16][CH3:17])=[O:15])=[CH:7][CH:6]=1)(=[O:3])[CH3:2].C1C(=O)N([Cl:25])C(=O)C1. The yield is 0.870. The catalyst is C(#N)C. The product is [C:1]([NH:4][C:5]1[C:10]2[O:11][CH2:12][O:13][C:9]=2[C:8]([C:14]([O:16][CH3:17])=[O:15])=[CH:7][C:6]=1[Cl:25])(=[O:3])[CH3:2]. (3) The reactants are [Cl:1][C:2]1[C:3]([O:9][C:10]2[CH:15]=[C:14]([O:16][CH:17]([CH3:19])[CH3:18])[CH:13]=[CH:12][C:11]=2[CH2:20][CH2:21][CH2:22][OH:23])=[N:4][CH:5]=[C:6]([Cl:8])[CH:7]=1.[CH2:24]([N:26]1[CH:30]=[C:29]([CH2:31][C:32]([O:34]C)=[O:33])[C:28](O)=[N:27]1)[CH3:25].C(P(CCCC)CCCC)CCC.N(C(N1CCCCC1)=O)=NC(N1CCCCC1)=O.O1CCCC1CO.[OH-].[Na+].Cl. The catalyst is O1CCCC1. The product is [Cl:1][C:2]1[C:3]([O:9][C:10]2[CH:15]=[C:14]([O:16][CH:17]([CH3:18])[CH3:19])[CH:13]=[CH:12][C:11]=2[CH2:20][CH2:21][CH2:22][O:23][C:28]2[C:29]([CH2:31][C:32]([OH:34])=[O:33])=[CH:30][N:26]([CH2:24][CH3:25])[N:27]=2)=[N:4][CH:5]=[C:6]([Cl:8])[CH:7]=1. The yield is 0.600.